From a dataset of NCI-60 drug combinations with 297,098 pairs across 59 cell lines. Regression. Given two drug SMILES strings and cell line genomic features, predict the synergy score measuring deviation from expected non-interaction effect. (1) Drug 1: CC=C1C(=O)NC(C(=O)OC2CC(=O)NC(C(=O)NC(CSSCCC=C2)C(=O)N1)C(C)C)C(C)C. Drug 2: C1CC(=O)NC(=O)C1N2C(=O)C3=CC=CC=C3C2=O. Cell line: SK-MEL-5. Synergy scores: CSS=44.9, Synergy_ZIP=1.25, Synergy_Bliss=0.492, Synergy_Loewe=-46.0, Synergy_HSA=0.183. (2) Drug 1: CC1C(C(CC(O1)OC2CC(CC3=C2C(=C4C(=C3O)C(=O)C5=C(C4=O)C(=CC=C5)OC)O)(C(=O)CO)O)N)O.Cl. Drug 2: C1CC(=O)NC(=O)C1N2C(=O)C3=CC=CC=C3C2=O. Cell line: UO-31. Synergy scores: CSS=-3.89, Synergy_ZIP=2.32, Synergy_Bliss=1.20, Synergy_Loewe=-1.17, Synergy_HSA=-1.73. (3) Drug 1: C1CCN(CC1)CCOC2=CC=C(C=C2)C(=O)C3=C(SC4=C3C=CC(=C4)O)C5=CC=C(C=C5)O. Drug 2: C1CC(C1)(C(=O)O)C(=O)O.[NH2-].[NH2-].[Pt+2]. Cell line: CCRF-CEM. Synergy scores: CSS=38.0, Synergy_ZIP=1.88, Synergy_Bliss=2.35, Synergy_Loewe=-0.169, Synergy_HSA=-0.942. (4) Drug 2: C1CC(=O)NC(=O)C1N2C(=O)C3=CC=CC=C3C2=O. Cell line: MOLT-4. Synergy scores: CSS=86.4, Synergy_ZIP=14.2, Synergy_Bliss=13.7, Synergy_Loewe=-13.8, Synergy_HSA=13.0. Drug 1: COC1=CC(=CC(=C1O)OC)C2C3C(COC3=O)C(C4=CC5=C(C=C24)OCO5)OC6C(C(C7C(O6)COC(O7)C8=CC=CS8)O)O. (5) Drug 1: CC1CCC2CC(C(=CC=CC=CC(CC(C(=O)C(C(C(=CC(C(=O)CC(OC(=O)C3CCCCN3C(=O)C(=O)C1(O2)O)C(C)CC4CCC(C(C4)OC)O)C)C)O)OC)C)C)C)OC. Drug 2: CCC1(C2=C(COC1=O)C(=O)N3CC4=CC5=C(C=CC(=C5CN(C)C)O)N=C4C3=C2)O.Cl. Cell line: U251. Synergy scores: CSS=54.5, Synergy_ZIP=-0.654, Synergy_Bliss=-0.709, Synergy_Loewe=-9.73, Synergy_HSA=2.93. (6) Drug 1: CCCS(=O)(=O)NC1=C(C(=C(C=C1)F)C(=O)C2=CNC3=C2C=C(C=N3)C4=CC=C(C=C4)Cl)F. Drug 2: C1C(C(OC1N2C=NC(=NC2=O)N)CO)O. Cell line: HCT-15. Synergy scores: CSS=7.71, Synergy_ZIP=-1.27, Synergy_Bliss=2.14, Synergy_Loewe=-6.74, Synergy_HSA=-0.0860.